This data is from Full USPTO retrosynthesis dataset with 1.9M reactions from patents (1976-2016). The task is: Predict the reactants needed to synthesize the given product. (1) The reactants are: O/[C:2](=[C:8](/[CH3:15])\[C:9](=O)[CH2:10][CH:11]([CH3:13])[CH3:12])/[C:3]([O:5][CH2:6][CH3:7])=[O:4].[C:16]1([NH:22][NH2:23])[CH:21]=[CH:20][CH:19]=[CH:18][CH:17]=1.Cl. Given the product [CH2:10]([C:9]1[N:22]([C:16]2[CH:21]=[CH:20][CH:19]=[CH:18][CH:17]=2)[N:23]=[C:2]([C:3]([O:5][CH2:6][CH3:7])=[O:4])[C:8]=1[CH3:15])[CH:11]([CH3:13])[CH3:12], predict the reactants needed to synthesize it. (2) Given the product [Br:1][C:2]1[CH:3]=[C:4]2[C:8](=[CH:9][CH:10]=1)[N:7]([CH2:20][CH:21]([OH:19])[CH2:22][O:23][C:24]1[CH:29]=[CH:28][CH:27]=[CH:26][CH:25]=1)[C:6]1[CH:11]=[N:12][C:13]([C:15]#[N:16])=[CH:14][C:5]2=1, predict the reactants needed to synthesize it. The reactants are: [Br:1][C:2]1[CH:3]=[C:4]2[C:8](=[CH:9][CH:10]=1)[NH:7][C:6]1[CH:11]=[N:12][C:13]([C:15]#[N:16])=[CH:14][C:5]2=1.C[Li].[O:19]1[CH:21]([CH2:22][O:23][C:24]2[CH:29]=[CH:28][CH:27]=[CH:26][CH:25]=2)[CH2:20]1. (3) Given the product [CH3:13][O:12][C:9]1[CH:10]=[C:11]2[C:6](=[CH:7][C:8]=1[O:14][CH2:15][CH:16]1[CH2:21][CH2:20][N:19]([CH3:22])[CH2:18][CH2:17]1)[N:5]=[CH:4][N:3]=[C:2]2[O:23][C:24]1[CH:25]=[C:26]2[C:30](=[CH:31][CH:32]=1)[NH:29][C:28]([C:33]([F:36])([F:34])[F:35])=[CH:27]2, predict the reactants needed to synthesize it. The reactants are: Cl[C:2]1[C:11]2[C:6](=[CH:7][C:8]([O:14][CH2:15][CH:16]3[CH2:21][CH2:20][N:19]([CH3:22])[CH2:18][CH2:17]3)=[C:9]([O:12][CH3:13])[CH:10]=2)[N:5]=[CH:4][N:3]=1.[OH:23][C:24]1[CH:25]=[C:26]2[C:30](=[CH:31][CH:32]=1)[NH:29][C:28]([C:33]([F:36])([F:35])[F:34])=[CH:27]2.C(=O)([O-])[O-].[K+].[K+]. (4) Given the product [CH3:1][C:2]1[N:7]=[C:6]([C:8]2[NH:10][O:11][C:19](=[O:20])[N:9]=2)[CH:5]=[C:4]([C:12]2[CH:17]=[CH:16][CH:15]=[CH:14][C:13]=2[CH3:18])[N:3]=1, predict the reactants needed to synthesize it. The reactants are: [CH3:1][C:2]1[N:7]=[C:6]([C:8](=[N:10][OH:11])[NH2:9])[CH:5]=[C:4]([C:12]2[CH:17]=[CH:16][CH:15]=[CH:14][C:13]=2[CH3:18])[N:3]=1.[C:19](N1C=CN=C1)(N1C=CN=C1)=[O:20].N12CCCN=C1CCCCC2.Cl. (5) The reactants are: [F:1][C:2]([F:22])([F:21])[O:3][C:4]1[CH:9]=[CH:8][C:7]([N:10]2[CH2:14][CH2:13][C:12]3([CH2:19][CH2:18][NH:17][CH2:16][CH2:15]3)[C:11]2=[O:20])=[CH:6][CH:5]=1.O=C(Cl)[O:25][C:26](Cl)(Cl)Cl.[CH2:31]([NH:33][CH2:34][CH3:35])[CH3:32]. Given the product [CH2:31]([N:33]([CH2:34][CH3:35])[C:26]([N:17]1[CH2:16][CH2:15][C:12]2([C:11](=[O:20])[N:10]([C:7]3[CH:8]=[CH:9][C:4]([O:3][C:2]([F:1])([F:21])[F:22])=[CH:5][CH:6]=3)[CH2:14][CH2:13]2)[CH2:19][CH2:18]1)=[O:25])[CH3:32], predict the reactants needed to synthesize it. (6) Given the product [CH:1]1[C:14]2[C:13](=[O:15])[C:12]3[C:7](=[CH:8][CH:9]=[CH:10][CH:11]=3)[S:6][C:5]=2[CH:4]=[CH:3][C:2]=1[C:16]([O:18][CH2:19][CH2:20][CH3:21])=[O:17], predict the reactants needed to synthesize it. The reactants are: [CH:1]1[C:14]2[C:13](=[O:15])[C:12]3[C:7](=[CH:8][CH:9]=[CH:10][CH:11]=3)[S:6][C:5]=2[CH:4]=[CH:3][C:2]=1[C:16]([OH:18])=[O:17].[CH2:19](O)[CH2:20][CH3:21].S(=O)(=O)(O)O.